Dataset: Full USPTO retrosynthesis dataset with 1.9M reactions from patents (1976-2016). Task: Predict the reactants needed to synthesize the given product. Given the product [CH2:45]([O:44][C:42]([O:41][C:36]1[C:35]([O:47][CH3:48])=[CH:34][C:33]([C:31]([O:30][C@H:19]2[C@H:18]([O:49][CH3:50])[C@@H:17]([C:51]([O:53][CH3:54])=[O:52])[C@@H:16]3[C@@H:21]([CH2:22][N:23]4[C@H:14]([CH2:15]3)[C:13]3[NH:12][C:11]5[C:27](=[CH:28][CH:29]=[C:9]([OH:8])[CH:10]=5)[C:26]=3[CH2:25][CH2:24]4)[CH2:20]2)=[O:32])=[CH:38][C:37]=1[O:39][CH3:40])=[O:43])[CH3:46], predict the reactants needed to synthesize it. The reactants are: C(OC([O:8][C:9]1[CH:10]=[C:11]2[C:27](=[CH:28][CH:29]=1)[C:26]1[CH2:25][CH2:24][N:23]3[C@H:14]([CH2:15][C@H:16]4[C@@H:21]([CH2:22]3)[CH2:20][C@@H:19]([O:30][C:31]([C:33]3[CH:38]=[C:37]([O:39][CH3:40])[C:36]([O:41][C:42]([O:44][CH2:45][CH3:46])=[O:43])=[C:35]([O:47][CH3:48])[CH:34]=3)=[O:32])[C@H:18]([O:49][CH3:50])[C@H:17]4[C:51]([O:53][CH3:54])=[O:52])[C:13]=1[NH:12]2)=O)(C)(C)C.Cl.